From a dataset of Full USPTO retrosynthesis dataset with 1.9M reactions from patents (1976-2016). Predict the reactants needed to synthesize the given product. The reactants are: [CH3:1][O:2][C:3]1[CH:12]=[C:11]2[C:6]([CH:7]([CH2:13][CH2:14][C:15]3[CH:20]=[CH:19][CH:18]=[CH:17][CH:16]=3)[CH2:8][NH:9][CH2:10]2)=[CH:5][CH:4]=1.N1C=CC=CC=1.Cl[S:28]([C:31]1[CH:43]=[CH:42][C:34]([O:35][CH2:36][C:37]([O:39][CH2:40][CH3:41])=[O:38])=[C:33]([CH3:44])[CH:32]=1)(=[O:30])=[O:29]. Given the product [CH2:40]([O:39][C:37](=[O:38])[CH2:36][O:35][C:34]1[CH:42]=[CH:43][C:31]([S:28]([N:9]2[CH2:8][CH:7]([CH2:13][CH2:14][C:15]3[CH:20]=[CH:19][CH:18]=[CH:17][CH:16]=3)[C:6]3[C:11](=[CH:12][C:3]([O:2][CH3:1])=[CH:4][CH:5]=3)[CH2:10]2)(=[O:29])=[O:30])=[CH:32][C:33]=1[CH3:44])[CH3:41], predict the reactants needed to synthesize it.